Dataset: Catalyst prediction with 721,799 reactions and 888 catalyst types from USPTO. Task: Predict which catalyst facilitates the given reaction. (1) Reactant: Cl.Cl.[CH2:3]([N:10]1[C:18]2[C:13](=[CH:14][CH:15]=[C:16]([N+:19]([O-:21])=[O:20])[CH:17]=2)[C:12]([C:22]([OH:34])([CH2:27][N:28]2[CH2:33][CH2:32][NH:31][CH2:30][CH2:29]2)[C:23]([F:26])([F:25])[F:24])=[CH:11]1)[C:4]1[CH:9]=[CH:8][CH:7]=[CH:6][CH:5]=1.C(=O)([O-])[O-].[K+].[K+].Br[CH2:42][C:43]([C:45]1[CH:50]=[CH:49][CH:48]=[CH:47][CH:46]=1)=[O:44].O. Product: [CH2:3]([N:10]1[C:18]2[C:13](=[CH:14][CH:15]=[C:16]([N+:19]([O-:21])=[O:20])[CH:17]=2)[C:12]([C:22]([OH:34])([C:23]([F:26])([F:24])[F:25])[CH2:27][N:28]2[CH2:33][CH2:32][N:31]([CH2:42][C:43]([C:45]3[CH:50]=[CH:49][CH:48]=[CH:47][CH:46]=3)=[O:44])[CH2:30][CH2:29]2)=[CH:11]1)[C:4]1[CH:9]=[CH:8][CH:7]=[CH:6][CH:5]=1. The catalyst class is: 9. (2) Reactant: [CH3:1][O:2][C:3]1[CH:4]=[C:5]2[C:10](=[CH:11][C:12]=1[O:13][CH3:14])[N:9]=[CH:8][CH:7]=[C:6]2[O:15][C:16]1[C:22]([CH3:23])=[CH:21][C:19]([NH2:20])=[C:18]([CH3:24])[CH:17]=1.C(N(CC)CC)C.[C:32](Cl)(Cl)=[S:33].[CH:36]1([NH:42][NH2:43])[CH2:41][CH2:40][CH2:39][CH2:38][CH2:37]1. Product: [CH3:1][O:2][C:3]1[CH:4]=[C:5]2[C:10](=[CH:11][C:12]=1[O:13][CH3:14])[N:9]=[CH:8][CH:7]=[C:6]2[O:15][C:16]1[C:22]([CH3:23])=[CH:21][C:19]([NH:20][C:32]([NH:43][NH:42][CH:36]2[CH2:41][CH2:40][CH2:39][CH2:38][CH2:37]2)=[S:33])=[C:18]([CH3:24])[CH:17]=1. The catalyst class is: 42. (3) Reactant: [CH3:1][C:2]1[C:3](=[O:18])[C:4]([O:16]C)(OC)[C:5]=1[C:6]1[CH:11]=[CH:10][CH:9]=[C:8]([O:12][CH3:13])[CH:7]=1.[CH3:19][O:20][C:21]1[CH:22]=[C:23]([Mg]Br)[CH:24]=[CH:25][CH:26]=1.Cl. Product: [OH:18][C:3]1([C:25]2[CH:24]=[CH:23][CH:22]=[C:21]([O:20][CH3:19])[CH:26]=2)[C:4](=[O:16])[C:5]([C:6]2[CH:11]=[CH:10][CH:9]=[C:8]([O:12][CH3:13])[CH:7]=2)=[C:2]1[CH3:1]. The catalyst class is: 1. (4) Reactant: Br[CH:2]([C:11]1[CH:12]=[CH:13][C:14](=[O:20])[N:15]([CH:17]([CH3:19])[CH3:18])[N:16]=1)[C:3](=O)[C:4]1[CH:9]=[CH:8][CH:7]=[CH:6][CH:5]=1.[NH2:21][C:22]([NH2:24])=[S:23].C(Cl)(Cl)Cl.C(=O)([O-])O.[Na+]. Product: [NH2:24][C:22]1[S:23][C:2]([C:11]2[CH:12]=[CH:13][C:14](=[O:20])[N:15]([CH:17]([CH3:19])[CH3:18])[N:16]=2)=[C:3]([C:4]2[CH:9]=[CH:8][CH:7]=[CH:6][CH:5]=2)[N:21]=1. The catalyst class is: 40. (5) Reactant: CN(C)C=O.[C:6](=[O:26])([O:22][CH:23](Cl)[CH3:24])[O:7][CH2:8][CH2:9][CH2:10][C@@H:11]([O:18][N+:19]([O-:21])=[O:20])[C@H:12]([O:14][N+:15]([O-:17])=[O:16])[CH3:13].[CH2:27]([C:31]1[N:32]([CH2:40][C:41]2[CH:46]=[CH:45][C:44]([C:47]3[CH:52]=[CH:51][CH:50]=[CH:49][C:48]=3[C:53]3[N:57]([C:58]([C:71]4[CH:76]=[CH:75][CH:74]=[CH:73][CH:72]=4)([C:65]4[CH:70]=[CH:69][CH:68]=[CH:67][CH:66]=4)[C:59]4[CH:64]=[CH:63][CH:62]=[CH:61][CH:60]=4)[N:56]=[N:55][N:54]=3)=[CH:43][CH:42]=2)[C:33]([C:37]([OH:39])=[O:38])=[C:34]([Cl:36])[N:35]=1)[CH2:28][CH2:29][CH3:30].C(=O)([O-])[O-].[Cs+].[Cs+]. Product: [CH2:27]([C:31]1[N:32]([CH2:40][C:41]2[CH:42]=[CH:43][C:44]([C:47]3[CH:52]=[CH:51][CH:50]=[CH:49][C:48]=3[C:53]3[N:57]([C:58]([C:59]4[CH:64]=[CH:63][CH:62]=[CH:61][CH:60]=4)([C:71]4[CH:72]=[CH:73][CH:74]=[CH:75][CH:76]=4)[C:65]4[CH:66]=[CH:67][CH:68]=[CH:69][CH:70]=4)[N:56]=[N:55][N:54]=3)=[CH:45][CH:46]=2)[C:33]([C:37]([O:39][CH:23]([O:22][C:6]([O:7][CH2:8][CH2:9][CH2:10][C@@H:11]([O:18][N+:19]([O-:21])=[O:20])[C@H:12]([O:14][N+:15]([O-:17])=[O:16])[CH3:13])=[O:26])[CH3:24])=[O:38])=[C:34]([Cl:36])[N:35]=1)[CH2:28][CH2:29][CH3:30]. The catalyst class is: 6.